Task: Predict the reactants needed to synthesize the given product.. Dataset: Full USPTO retrosynthesis dataset with 1.9M reactions from patents (1976-2016) Given the product [CH3:44][C:32]1[N:31]([CH2:30][C:27]2[CH:26]=[CH:25][C:24]([C:19]3[C:18]([C:16]([OH:15])=[O:17])=[CH:6][CH:1]=[CH:2][CH:3]=3)=[CH:29][CH:28]=2)[C:39]2[C:34]([C:33]=1[CH3:43])=[CH:35][C:36]([C:40](=[O:42])[NH:9][CH2:8][C@@H:7]([C:1]1[CH:6]=[CH:5][CH:4]=[CH:3][CH:2]=1)[CH3:10])=[CH:37][CH:38]=2, predict the reactants needed to synthesize it. The reactants are: [C:1]1([C@@H:7]([CH3:10])[CH2:8][NH2:9])[CH:6]=[CH:5][CH:4]=[CH:3][CH:2]=1.C([O:15][C:16]([C:18]1C=CC=C[C:19]=1[C:24]1[CH:29]=[CH:28][C:27]([CH2:30][N:31]2[C:39]3[C:34](=[CH:35][C:36]([C:40]([OH:42])=O)=[CH:37][CH:38]=3)[C:33]([CH3:43])=[C:32]2[CH3:44])=[CH:26][CH:25]=1)=[O:17])(C)(C)C.